This data is from Reaction yield outcomes from USPTO patents with 853,638 reactions. The task is: Predict the reaction yield, written as a fraction of the theoretical maximum amount of product (1.0 means a 100% yield; for example, 0.34 means a 34% yield). (1) The reactants are [CH3:1]C1C=CC(S([O-])(=O)=O)=CC=1.C1C=C[NH+]=CC=1.C([O:21][CH2:22][CH2:23][C:24]1([C:30]([O:32][CH2:33][CH:34]=[CH2:35])=[O:31])[CH2:28][CH2:27][CH2:26][C:25]1=[O:29])(=O)C.C(=O)([O-])[O-].[K+].[K+]. The catalyst is CO. The product is [CH3:1][O:29][C:25]12[CH2:26][CH2:27][CH2:28][C:24]1([C:30]([O:32][CH2:33][CH:34]=[CH2:35])=[O:31])[CH2:23][CH2:22][O:21]2. The yield is 0.800. (2) The reactants are C([O:3][C:4]([CH:6]1[CH2:11][CH2:10][CH2:9][N:8]([CH:12]2[CH2:17][CH2:16][N:15]([CH2:18][CH2:19][C:20]3[CH:25]=[CH:24][C:23]([O:26][CH2:27][CH2:28][C:29]4[CH:34]=[CH:33][CH:32]=[CH:31][CH:30]=4)=[CH:22][CH:21]=3)[CH2:14][CH2:13]2)[CH2:7]1)=[O:5])C. The catalyst is C1COCC1. The product is [CH2:27]([O:26][C:23]1[CH:22]=[CH:21][C:20]([CH2:19][CH2:18][N:15]2[CH2:16][CH2:17][CH:12]([N:8]3[CH2:9][CH2:10][CH2:11][CH:6]([C:4]([OH:5])=[O:3])[CH2:7]3)[CH2:13][CH2:14]2)=[CH:25][CH:24]=1)[CH2:28][C:29]1[CH:30]=[CH:31][CH:32]=[CH:33][CH:34]=1. The yield is 0.710. (3) The reactants are [OH:1][CH2:2][C:3]1[S:7][C:6]([CH3:8])=[C:5]([N:9]([CH3:18])[S:10]([C:13]2[S:14][CH:15]=[CH:16][CH:17]=2)(=[O:12])=[O:11])[CH:4]=1. The catalyst is O1CCCC1.[O-2].[O-2].[Mn+4]. The product is [CH:2]([C:3]1[S:7][C:6]([CH3:8])=[C:5]([N:9]([CH3:18])[S:10]([C:13]2[S:14][CH:15]=[CH:16][CH:17]=2)(=[O:11])=[O:12])[CH:4]=1)=[O:1]. The yield is 0.860.